Dataset: Catalyst prediction with 721,799 reactions and 888 catalyst types from USPTO. Task: Predict which catalyst facilitates the given reaction. (1) Reactant: [N+:1]([C:4]1[CH:9]=[CH:8][C:7]([C:10]2[O:11][C:12]3[C:13](=[C:15]([C:19]([OH:21])=O)[CH:16]=[CH:17][CH:18]=3)[N:14]=2)=[CH:6][CH:5]=1)([O-:3])=[O:2].C1C=CC2N(O)N=[N:28]C=2C=1.[NH4+].[Cl-].CCN(C(C)C)C(C)C.CCN=C=NCCCN(C)C. Product: [N+:1]([C:4]1[CH:9]=[CH:8][C:7]([C:10]2[O:11][C:12]3[C:13](=[C:15]([C:19]([NH2:28])=[O:21])[CH:16]=[CH:17][CH:18]=3)[N:14]=2)=[CH:6][CH:5]=1)([O-:3])=[O:2]. The catalyst class is: 198. (2) Reactant: C(CC(OCC)=O)C1C=CC=CC=1.Cl.C(N)(=N)C.CC[O-].[Na+].[CH3:23][C:24]1[N:29]=[C:28](O)[CH:27]=[C:26]([C:31]2[CH:36]=[CH:35][CH:34]=[CH:33][CH:32]=2)[N:25]=1.O=P(Cl)(Cl)[Cl:39]. Product: [Cl:39][C:28]1[CH:27]=[C:26]([C:31]2[CH:36]=[CH:35][CH:34]=[CH:33][CH:32]=2)[N:25]=[C:24]([CH3:23])[N:29]=1. The catalyst class is: 8. (3) Reactant: [Cl:1][C:2]1[CH:10]=[CH:9][CH:8]=[C:7]2[C:3]=1[C:4]([C:15]([OH:17])=O)=[CH:5][N:6]2[CH:11]1[CH2:14][O:13][CH2:12]1.Cl.[CH:19]1([CH:24]([NH2:29])[C:25]([F:28])([F:27])[F:26])[CH2:23][CH2:22][CH2:21][CH2:20]1.C(Cl)CCl.N1(O)C2C=CC=CC=2N=N1.C(N(C(C)C)C(C)C)C. Product: [Cl:1][C:2]1[CH:10]=[CH:9][CH:8]=[C:7]2[C:3]=1[C:4]([C:15]([NH:29][CH:24]([CH:19]1[CH2:23][CH2:22][CH2:21][CH2:20]1)[C:25]([F:26])([F:27])[F:28])=[O:17])=[CH:5][N:6]2[CH:11]1[CH2:12][O:13][CH2:14]1. The catalyst class is: 9.